From a dataset of Catalyst prediction with 721,799 reactions and 888 catalyst types from USPTO. Predict which catalyst facilitates the given reaction. (1) Product: [CH:1]([C:4]1[CH:10]=[CH:9][C:7]([N:8]2[C:15](=[O:16])[CH2:14][CH:12]([C:11]([OH:19])=[O:18])[CH2:13]2)=[CH:6][CH:5]=1)([CH3:3])[CH3:2]. Reactant: [CH:1]([C:4]1[CH:10]=[CH:9][C:7]([NH2:8])=[CH:6][CH:5]=1)([CH3:3])[CH3:2].[C:11]([OH:19])(=[O:18])[C:12]([CH2:14][C:15](O)=[O:16])=[CH2:13]. The catalyst class is: 74. (2) Reactant: [N:1]1[C:10]2[C:5](=[CH:6][C:7]([CH2:11][C:12]3[N:16]4[N:17]=[C:18]([C:21]5[CH:22]=[N:23][N:24]([CH2:26][CH2:27]O)[CH:25]=5)[CH:19]=[CH:20][C:15]4=[N:14][CH:13]=3)=[CH:8][CH:9]=2)[CH:4]=[CH:3][CH:2]=1.[CH2:29]([N:31](CC)[CH2:32][CH3:33])[CH3:30].S(Cl)(C)(=O)=O.N1CCCC1. Product: [N:31]1([CH2:27][CH2:26][N:24]2[CH:25]=[C:21]([C:18]3[CH:19]=[CH:20][C:15]4[N:16]([C:12]([CH2:11][C:7]5[CH:6]=[C:5]6[C:10](=[CH:9][CH:8]=5)[N:1]=[CH:2][CH:3]=[CH:4]6)=[CH:13][N:14]=4)[N:17]=3)[CH:22]=[N:23]2)[CH2:32][CH2:33][CH2:30][CH2:29]1. The catalyst class is: 76. (3) Reactant: O1[C:5]2([CH2:10][CH2:9][CH:8]([N:11]([CH:21]3[CH2:26][CH2:25][CH:24]([CH3:27])[CH2:23][CH2:22]3)[C:12]([NH:14][C:15]3[S:16][C:17]([CH3:20])=[CH:18][N:19]=3)=[O:13])[CH2:7][CH2:6]2)[O:4]CC1. Product: [CH3:27][CH:24]1[CH2:23][CH2:22][CH:21]([N:11]([CH:8]2[CH2:9][CH2:10][C:5](=[O:4])[CH2:6][CH2:7]2)[C:12]([NH:14][C:15]2[S:16][C:17]([CH3:20])=[CH:18][N:19]=2)=[O:13])[CH2:26][CH2:25]1. The catalyst class is: 15. (4) Reactant: [Cl:1][C:2]1[N:7]=[C:6]([C:8]#[N:9])[CH:5]=[CH:4][N:3]=1.[CH3:10][C:11]([O:14][C:15](O[C:15]([O:14][C:11]([CH3:13])([CH3:12])[CH3:10])=[O:16])=[O:16])([CH3:13])[CH3:12]. Product: [C:11]([O:14][C:15](=[O:16])[NH:9][CH2:8][C:6]1[CH:5]=[CH:4][N:3]=[C:2]([Cl:1])[N:7]=1)([CH3:13])([CH3:12])[CH3:10]. The catalyst class is: 50. (5) Reactant: [C:1]([O:4][CH2:5][C@@H:6]1[C@@H:11]([O:12][C:13](=[O:15])[CH3:14])[C@H:10]([O:16][C:17](=[O:19])[CH3:18])[C@H:9]([O:20][C:21](=[O:23])[CH3:22])[C@@H:8]([C:24]2[CH:29]=[CH:28][CH:27]=[C:26]([O:30][Si](C(C)(C)C)(C)C)[CH:25]=2)[O:7]1)(=[O:3])[CH3:2].C(O)(=O)C.CCCC[N+](CCCC)(CCCC)CCCC.[F-]. Product: [C:13]([O:12][C@H:11]1[C@H:10]([O:16][C:17](=[O:19])[CH3:18])[C@H:9]([O:20][C:21](=[O:23])[CH3:22])[C@@H:8]([C:24]2[CH:29]=[CH:28][CH:27]=[C:26]([OH:30])[CH:25]=2)[O:7][C@@H:6]1[CH2:5][O:4][C:1](=[O:3])[CH3:2])(=[O:15])[CH3:14]. The catalyst class is: 49. (6) Reactant: [CH3:1][O:2][C:3]1[CH:19]=[CH:18][C:6]([C:7]([C:9]23[O:16][C:15](=[O:17])[CH:14]2[CH2:13][CH2:12][CH2:11][CH2:10]3)=[O:8])=[CH:5][CH:4]=1.[NH:20]([CH2:24][CH2:25][OH:26])[CH2:21][CH2:22][OH:23].C(N(CC)C(C)C)(C)C.Cl. Product: [OH:23][CH2:22][CH2:21][N:20]([CH2:24][CH2:25][OH:26])[C:15]([CH:14]1[CH2:13][CH2:12][CH2:11][CH2:10][C:9]1([OH:16])[C:7](=[O:8])[C:6]1[CH:18]=[CH:19][C:3]([O:2][CH3:1])=[CH:4][CH:5]=1)=[O:17]. The catalyst class is: 2.